Task: Regression/Classification. Given a drug SMILES string, predict its absorption, distribution, metabolism, or excretion properties. Task type varies by dataset: regression for continuous measurements (e.g., permeability, clearance, half-life) or binary classification for categorical outcomes (e.g., BBB penetration, CYP inhibition). Dataset: b3db_classification.. Dataset: Blood-brain barrier permeability classification from the B3DB database (1) The molecule is CC1(C)S[C@@H]2[C@H](NC(=O)[C@@H](c3ccccc3)S(=O)(=O)O)C(=O)N2[C@@H]1C(=O)O. The result is 0 (does not penetrate BBB). (2) The compound is CC1(C)SC2C(NC(=O)C(NC(=O)c3c[nH]c4cccnc4c3=O)c3ccccc3)C(=O)N2C1C(=O)O. The result is 0 (does not penetrate BBB). (3) The drug is COc1ccc2c3c1OC1C(O)C=CC4C(C2)NCCC341. The result is 1 (penetrates BBB).